This data is from Full USPTO retrosynthesis dataset with 1.9M reactions from patents (1976-2016). The task is: Predict the reactants needed to synthesize the given product. (1) Given the product [CH3:1][O:2][C:3]1[CH:18]=[CH:17][C:6]([C:7]([C:9]2[CH:14]=[CH:13][C:12]([O:15][CH3:16])=[CH:11][CH:10]=2)=[CH:7][C:6]2[CH:17]=[CH:18][C:3]([O:2][CH3:1])=[CH:4][CH:5]=2)=[CH:5][CH:4]=1, predict the reactants needed to synthesize it. The reactants are: [CH3:1][O:2][C:3]1[CH:18]=[CH:17][C:6]([C:7]([C:9]2[CH:14]=[CH:13][C:12]([O:15][CH3:16])=[CH:11][CH:10]=2)=O)=[CH:5][CH:4]=1.[PH5]. (2) Given the product [C:4](=[S:10])([O:5][CH:6]([CH2:8][CH3:9])[CH3:7])[O:3][CH2:2][O:29][P:19]([O:18][CH2:11][C:12]1[CH:17]=[CH:16][CH:15]=[CH:14][CH:13]=1)([O:21][CH2:22][C:23]1[CH:28]=[CH:27][CH:26]=[CH:25][CH:24]=1)=[O:20], predict the reactants needed to synthesize it. The reactants are: I[CH2:2][O:3][C:4](=[S:10])[O:5][CH:6]([CH2:8][CH3:9])[CH3:7].[CH2:11]([O:18][P:19]([O-:29])([O:21][CH2:22][C:23]1[CH:28]=[CH:27][CH:26]=[CH:25][CH:24]=1)=[O:20])[C:12]1[CH:17]=[CH:16][CH:15]=[CH:14][CH:13]=1.C([N+](CCCC)(CCCC)CCCC)CCC. (3) Given the product [Cl:1][C:2]1[CH:3]=[C:4]([C:9]2[S:10][CH:11]=[C:12]([C:15](=[N:19][NH:18][C:20]([NH:22][C:23]3[CH:31]=[CH:30][C:26]([C:27]([OH:29])=[O:28])=[C:25]([Cl:32])[CH:24]=3)=[S:21])[CH3:17])[C:13]=2[OH:14])[CH:5]=[CH:6][C:7]=1[Cl:8], predict the reactants needed to synthesize it. The reactants are: [Cl:1][C:2]1[CH:3]=[C:4]([C:9]2[S:10][CH:11]=[C:12]([C:15]([CH3:17])=O)[C:13]=2[OH:14])[CH:5]=[CH:6][C:7]=1[Cl:8].[NH:18]([C:20]([NH:22][C:23]1[CH:31]=[CH:30][C:26]([C:27]([OH:29])=[O:28])=[C:25]([Cl:32])[CH:24]=1)=[S:21])[NH2:19]. (4) Given the product [C:1]([O:5][C:6](=[O:27])[NH:7][CH:8]([C:12](=[O:26])[NH:13][C:14]1[CH:19]=[CH:18][C:17]([CH:20]([CH3:25])[CH2:21][C:22](=[O:24])[CH3:23])=[CH:16][N:15]=1)[CH2:9][CH2:10][CH3:11])([CH3:2])([CH3:3])[CH3:4], predict the reactants needed to synthesize it. The reactants are: [C:1]([O:5][C:6](=[O:27])[NH:7][CH:8]([C:12](=[O:26])[NH:13][C:14]1[CH:19]=[CH:18][C:17]([C:20]([CH3:25])=[CH:21][C:22](=[O:24])[CH3:23])=[CH:16][N:15]=1)[CH2:9][CH2:10][CH3:11])([CH3:4])([CH3:3])[CH3:2]. (5) Given the product [CH3:1][C:2]1([CH3:37])[N:6]([S:7]([C:10]2[CH:15]=[CH:14][CH:13]=[CH:12][CH:11]=2)(=[O:8])=[O:9])[CH2:5][CH:4]([CH2:16][N:17]2[C:25]3[C:20](=[CH:21][C:22]([C:26]4[CH:27]=[N:28][NH:29][CH:30]=4)=[CH:23][CH:24]=3)[CH:19]=[N:18]2)[CH2:3]1, predict the reactants needed to synthesize it. The reactants are: [CH3:1][C:2]1([CH3:37])[N:6]([S:7]([C:10]2[CH:15]=[CH:14][CH:13]=[CH:12][CH:11]=2)(=[O:9])=[O:8])[CH2:5][CH:4]([CH2:16][N:17]2[C:25]3[C:20](=[CH:21][C:22]([C:26]4[CH:27]=[N:28][N:29](C5CCCCO5)[CH:30]=4)=[CH:23][CH:24]=3)[CH:19]=[N:18]2)[CH2:3]1.C1(C)C=CC(S(O)(=O)=O)=CC=1.C(=O)(O)[O-].[Na+].